Dataset: Reaction yield outcomes from USPTO patents with 853,638 reactions. Task: Predict the reaction yield, written as a fraction of the theoretical maximum amount of product (1.0 means a 100% yield; for example, 0.34 means a 34% yield). The reactants are [H-].[Na+].[NH:3]1[CH2:8][CH2:7][CH2:6][CH2:5][C:4]1=[O:9].Cl[C:11]1[C:20]([C:21]#[N:22])=[C:19]([C:23]2[CH:28]=[CH:27][CH:26]=[CH:25][CH:24]=2)[C:18]2[C:13](=[CH:14][CH:15]=[C:16]([Cl:29])[CH:17]=2)[N:12]=1. The catalyst is C1(C)C=CC=CC=1.O. The product is [Cl:29][C:16]1[CH:17]=[C:18]2[C:13](=[CH:14][CH:15]=1)[N:12]=[C:11]([N:3]1[CH2:8][CH2:7][CH2:6][CH2:5][C:4]1=[O:9])[C:20]([C:21]#[N:22])=[C:19]2[C:23]1[CH:24]=[CH:25][CH:26]=[CH:27][CH:28]=1. The yield is 0.620.